From a dataset of Merck oncology drug combination screen with 23,052 pairs across 39 cell lines. Regression. Given two drug SMILES strings and cell line genomic features, predict the synergy score measuring deviation from expected non-interaction effect. (1) Drug 1: CC(=O)OC1C(=O)C2(C)C(O)CC3OCC3(OC(C)=O)C2C(OC(=O)c2ccccc2)C2(O)CC(OC(=O)C(O)C(NC(=O)c3ccccc3)c3ccccc3)C(C)=C1C2(C)C. Drug 2: Cn1nnc2c(C(N)=O)ncn2c1=O. Cell line: SKOV3. Synergy scores: synergy=-7.46. (2) Drug 1: O=S1(=O)NC2(CN1CC(F)(F)F)C1CCC2Cc2cc(C=CCN3CCC(C(F)(F)F)CC3)ccc2C1. Drug 2: COc1cc(C2c3cc4c(cc3C(OC3OC5COC(C)OC5C(O)C3O)C3COC(=O)C23)OCO4)cc(OC)c1O. Cell line: NCIH520. Synergy scores: synergy=-0.729. (3) Drug 1: NC(=O)c1cccc2cn(-c3ccc(C4CCCNC4)cc3)nc12. Drug 2: C#Cc1cccc(Nc2ncnc3cc(OCCOC)c(OCCOC)cc23)c1. Cell line: HT144. Synergy scores: synergy=4.51. (4) Drug 1: COc1cc(C2c3cc4c(cc3C(OC3OC5COC(C)OC5C(O)C3O)C3COC(=O)C23)OCO4)cc(OC)c1O. Drug 2: C=CCn1c(=O)c2cnc(Nc3ccc(N4CCN(C)CC4)cc3)nc2n1-c1cccc(C(C)(C)O)n1. Cell line: PA1. Synergy scores: synergy=-1.44. (5) Cell line: MDAMB436. Drug 2: Cn1c(=O)n(-c2ccc(C(C)(C)C#N)cc2)c2c3cc(-c4cnc5ccccc5c4)ccc3ncc21. Synergy scores: synergy=23.5. Drug 1: Cn1nnc2c(C(N)=O)ncn2c1=O.